The task is: Binary Classification. Given a drug SMILES string, predict its activity (active/inactive) in a high-throughput screening assay against a specified biological target.. This data is from HIV replication inhibition screening data with 41,000+ compounds from the AIDS Antiviral Screen. (1) The compound is COc1ccc(NC(=O)C(=O)C(CC2C(=O)NC(=S)NC2=O)C(=O)c2ccc3ccccc3c2)c([N+](=O)[O-])c1. The result is 0 (inactive). (2) The compound is CN(C)CCCNC(=N)N.O=S(=O)(O)O. The result is 0 (inactive). (3) The drug is O=[N+]([O-])c1nccn1COCCO. The result is 0 (inactive). (4) The drug is C#CCC(N)(CO)C(=O)O. The result is 0 (inactive). (5) The molecule is O=C(O)C=Cc1ccc(O)cc1. The result is 0 (inactive).